From a dataset of CYP3A4 inhibition data for predicting drug metabolism from PubChem BioAssay. Regression/Classification. Given a drug SMILES string, predict its absorption, distribution, metabolism, or excretion properties. Task type varies by dataset: regression for continuous measurements (e.g., permeability, clearance, half-life) or binary classification for categorical outcomes (e.g., BBB penetration, CYP inhibition). Dataset: cyp3a4_veith. (1) The drug is COc1ccc(Cc2nnc(NC(=O)c3cccc([N+](=O)[O-])c3C)s2)cc1. The result is 1 (inhibitor). (2) The molecule is O=P([O-])(O)C(Cl)(Cl)P(=O)([O-])O.[Na+].[Na+]. The result is 0 (non-inhibitor). (3) The drug is CCn1c(C)[n+](CCCS(=O)(=O)[O-])c2cc(Cl)c(Cl)cc21. The result is 0 (non-inhibitor).